From a dataset of Reaction yield outcomes from USPTO patents with 853,638 reactions. Predict the reaction yield, written as a fraction of the theoretical maximum amount of product (1.0 means a 100% yield; for example, 0.34 means a 34% yield). (1) The reactants are Br[C:2]1[CH:3]=[C:4]([CH2:11][CH3:12])[C:5]([O:9][CH3:10])=[C:6]([Cl:8])[CH:7]=1.[CH:13]1([CH:18]([OH:21])[CH:19]=[CH2:20])[CH2:17][CH2:16][CH2:15][CH2:14]1.C(=O)(O)[O-].[Na+]. The catalyst is CN1CCCC1=O.Cl[Pd](Cl)([P](C1C=CC=CC=1)(C1C=CC=CC=1)C1C=CC=CC=1)[P](C1C=CC=CC=1)(C1C=CC=CC=1)C1C=CC=CC=1. The product is [Cl:8][C:6]1[CH:7]=[C:2]([CH2:20][CH2:19][C:18]([CH:13]2[CH2:17][CH2:16][CH2:15][CH2:14]2)=[O:21])[CH:3]=[C:4]([CH2:11][CH3:12])[C:5]=1[O:9][CH3:10]. The yield is 0.820. (2) The reactants are [Cl:1][C:2]1[CH:3]=[C:4]2[C:12](=[CH:13][C:14]=1[Cl:15])[NH:11][C:10]1[C:9](=[O:16])[CH2:8][CH2:7][CH2:6][C:5]2=1.[CH3:17][Mg]Cl. The catalyst is C1COCC1. The product is [Cl:1][C:2]1[CH:3]=[C:4]2[C:12](=[CH:13][C:14]=1[Cl:15])[NH:11][C:10]1[C:9]([CH3:17])([OH:16])[CH2:8][CH2:7][CH2:6][C:5]2=1. The yield is 0.100.